The task is: Regression/Classification. Given a drug SMILES string, predict its absorption, distribution, metabolism, or excretion properties. Task type varies by dataset: regression for continuous measurements (e.g., permeability, clearance, half-life) or binary classification for categorical outcomes (e.g., BBB penetration, CYP inhibition). Dataset: cyp1a2_veith.. This data is from CYP1A2 inhibition data for predicting drug metabolism from PubChem BioAssay. (1) The compound is CCNc1ncc2nc(C)c(=O)n(CCC#N)c2n1. The result is 1 (inhibitor). (2) The drug is CCOc1ccc(-n2cc(C(=O)NCc3ccco3)c3cc(OC)c(OC)cc3c2=O)cc1. The result is 0 (non-inhibitor). (3) The drug is COc1ccccc1-c1nccc(NCc2cccs2)n1. The result is 1 (inhibitor). (4) The compound is Cc1ccccc1-c1cncnc1Nc1ccc(F)cc1. The result is 1 (inhibitor). (5) The molecule is COc1ccc(C(=O)N2CCC[C@@]3(CCN(Cc4ccccc4OC)C3)C2)cc1. The result is 0 (non-inhibitor). (6) The drug is CC1N(P(=O)(c2ccccc2)c2ccccc2)CC(O)(c2ccccc2)CC12CC2. The result is 0 (non-inhibitor).